Dataset: Forward reaction prediction with 1.9M reactions from USPTO patents (1976-2016). Task: Predict the product of the given reaction. (1) Given the reactants [CH:1]([N:14]1[CH2:17][CH:16]([C:18]([OH:20])=O)[CH2:15]1)([C:8]1[CH:13]=[CH:12][CH:11]=[CH:10][CH:9]=1)[C:2]1[CH:7]=[CH:6][CH:5]=[CH:4][CH:3]=1.[CH2:21]([N:23](CC)CC)C.F[P-](F)(F)(F)(F)F.N1(O[P+](N(C)C)(N(C)C)N(C)C)C2C=CC=CC=2N=N1.Cl.CN, predict the reaction product. The product is: [CH3:21][NH:23][C:18]([CH:16]1[CH2:17][N:14]([CH:1]([C:8]2[CH:13]=[CH:12][CH:11]=[CH:10][CH:9]=2)[C:2]2[CH:7]=[CH:6][CH:5]=[CH:4][CH:3]=2)[CH2:15]1)=[O:20]. (2) Given the reactants [CH2:1]([N:4]1[C:12]2[C:11](=[O:13])[NH:10][C:9](=[O:14])[NH:8][C:7]=2[N:6]=[CH:5]1)[CH:2]=[CH2:3].[CH2:15](I)[CH2:16][CH2:17][CH2:18][CH3:19].C(=O)([O-])[O-].[Na+].[Na+], predict the reaction product. The product is: [CH2:15]([N:8]1[C:7]2[N:6]=[CH:5][N:4]([CH2:1][CH:2]=[CH2:3])[C:12]=2[C:11](=[O:13])[NH:10][C:9]1=[O:14])[CH2:16][CH2:17][CH2:18][CH3:19]. (3) Given the reactants [N:1]([C@@H:4]([C@H:40]([C:48]1[CH:53]=[C:52]([F:54])[CH:51]=[C:50]([F:55])[CH:49]=1)[C:41]1[CH:46]=[CH:45][C:44]([F:47])=[CH:43][CH:42]=1)[C:5]([NH:7][C:8]1[CH:9]=[N:10][CH:11]=[C:12]([F:39])[C:13]=1[CH2:14][CH2:15][C@@H:16]1[N:21]([S:22]([C:25]2[CH:30]=[CH:29][CH:28]=[CH:27][CH:26]=2)(=[O:24])=[O:23])[C@H:20]([CH3:31])[CH2:19][N:18]([C:32]([O:34][C:35]([CH3:38])([CH3:37])[CH3:36])=[O:33])[CH2:17]1)=[O:6])=[N+]=[N-].[H][H].CO, predict the reaction product. The product is: [NH2:1][C@@H:4]([C@H:40]([C:48]1[CH:53]=[C:52]([F:54])[CH:51]=[C:50]([F:55])[CH:49]=1)[C:41]1[CH:42]=[CH:43][C:44]([F:47])=[CH:45][CH:46]=1)[C:5]([NH:7][C:8]1[CH:9]=[N:10][CH:11]=[C:12]([F:39])[C:13]=1[CH2:14][CH2:15][C@@H:16]1[N:21]([S:22]([C:25]2[CH:26]=[CH:27][CH:28]=[CH:29][CH:30]=2)(=[O:24])=[O:23])[C@H:20]([CH3:31])[CH2:19][N:18]([C:32]([O:34][C:35]([CH3:38])([CH3:37])[CH3:36])=[O:33])[CH2:17]1)=[O:6]. (4) Given the reactants [C:8]1([B-](C2C=CC=CC=2)(C2C=CC=CC=2)[C:8]2[CH:13]=[CH:12][CH:11]=[CH:10][CH:9]=2)[CH:13]=[CH:12][CH:11]=[CH:10][CH:9]=1.[C:32]([PH+]([C:32]([CH3:35])([CH3:34])[CH3:33])C)([CH3:35])([CH3:34])[CH3:33].[C:36](P(C(C)(C)C)C)(C)([CH3:38])[CH3:37], predict the reaction product. The product is: [C:32]1([CH2:33][CH2:12][CH2:13][CH2:8][CH2:9][CH2:10][CH3:11])[CH:34]=[CH:38][CH:36]=[CH:37][CH:35]=1.